The task is: Predict the reactants needed to synthesize the given product.. This data is from Full USPTO retrosynthesis dataset with 1.9M reactions from patents (1976-2016). (1) Given the product [NH2:37][S:34]([C:31]1[CH:30]=[CH:29][C:28]([CH2:27][CH2:26][NH:25][CH2:1][C:3]2[CH:4]=[C:5]([C:9]3[CH:14]=[CH:13][CH:12]=[C:11]([C:15]([NH:17][CH2:18][CH2:19][N:20]4[CH2:24][CH2:23][CH2:22][CH2:21]4)=[O:16])[CH:10]=3)[CH:6]=[CH:7][CH:8]=2)=[CH:33][CH:32]=1)(=[O:35])=[O:36], predict the reactants needed to synthesize it. The reactants are: [CH:1]([C:3]1[CH:4]=[C:5]([C:9]2[CH:14]=[CH:13][CH:12]=[C:11]([C:15]([NH:17][CH2:18][CH2:19][N:20]3[CH2:24][CH2:23][CH2:22][CH2:21]3)=[O:16])[CH:10]=2)[CH:6]=[CH:7][CH:8]=1)=O.[NH2:25][CH2:26][CH2:27][C:28]1[CH:33]=[CH:32][C:31]([S:34]([NH2:37])(=[O:36])=[O:35])=[CH:30][CH:29]=1. (2) Given the product [CH:1]1([N:5]2[CH2:11][CH2:10][C:9]3[CH:12]=[CH:13][C:14]([O:16][C:17]4[N:18]=[CH:19][C:20]([N:26]5[CH2:27][CH2:28][O:24][C:25]5=[O:29])=[CH:21][CH:22]=4)=[CH:15][C:8]=3[CH2:7][CH2:6]2)[CH2:4][CH2:3][CH2:2]1, predict the reactants needed to synthesize it. The reactants are: [CH:1]1([N:5]2[CH2:11][CH2:10][C:9]3[CH:12]=[CH:13][C:14]([O:16][C:17]4[CH:22]=[CH:21][C:20](I)=[CH:19][N:18]=4)=[CH:15][C:8]=3[CH2:7][CH2:6]2)[CH2:4][CH2:3][CH2:2]1.[O:24]1[CH2:28][CH2:27][NH:26][C:25]1=[O:29].C1(N2CCC3C=CC(OC4N=CC(N5CCC5=O)=CC=4)=CC=3CC2)CCC1. (3) Given the product [CH2:36]([O:35][C:31]1[CH:30]=[C:29]([CH:6]([N:7]2[C:15]3[C:10](=[CH:11][C:12]([O:16][CH2:17][CH2:18][C:19]4[CH:28]=[CH:27][C:26]5[CH2:25][CH2:24][CH2:23][NH:22][C:21]=5[N:20]=4)=[CH:13][CH:14]=3)[CH:9]=[CH:8]2)[CH2:5][C:4]([OH:43])=[O:3])[CH:34]=[CH:33][CH:32]=1)[C:37]1[CH:42]=[CH:41][CH:40]=[CH:39][CH:38]=1, predict the reactants needed to synthesize it. The reactants are: C([O:3][C:4](=[O:43])[CH2:5][CH:6]([C:29]1[CH:34]=[CH:33][CH:32]=[C:31]([O:35][CH2:36][C:37]2[CH:42]=[CH:41][CH:40]=[CH:39][CH:38]=2)[CH:30]=1)[N:7]1[C:15]2[C:10](=[CH:11][C:12]([O:16][CH2:17][CH2:18][C:19]3[CH:28]=[CH:27][C:26]4[CH2:25][CH2:24][CH2:23][NH:22][C:21]=4[N:20]=3)=[CH:13][CH:14]=2)[CH:9]=[CH:8]1)C.[OH-].[Li+].[Cl-].[NH4+]. (4) Given the product [CH2:1]([S:3]([CH2:4][CH:5]1[N:11]2[C:12](=[O:15])[O:13][N:14]=[C:10]2[CH2:9][CH2:8][CH2:7][CH2:6]1)=[O:24])[CH3:2], predict the reactants needed to synthesize it. The reactants are: [CH2:1]([S:3][CH2:4][CH:5]1[N:11]2[C:12](=[O:15])[O:13][N:14]=[C:10]2[CH2:9][CH2:8][CH2:7][CH2:6]1)[CH3:2].C1C=C(Cl)C=C(C(OO)=[O:24])C=1. (5) Given the product [CH3:31][O:30][C:15]1[CH:16]=[C:17]([CH2:20][C:21]([CH3:28])([CH3:29])[CH2:22][C:23]([O:25][CH2:26][CH3:27])=[O:24])[CH:18]=[CH:19][C:14]=1[O:13][CH2:52][CH2:53][CH2:54][NH:55][C:56]1[CH:61]=[CH:60][CH:59]=[CH:58][N+:57]=1[O-:62], predict the reactants needed to synthesize it. The reactants are: N(C(OCC)=O)=NC(OCC)=O.[OH:13][C:14]1[CH:19]=[CH:18][C:17]([CH2:20][C:21]([CH3:29])([CH3:28])[CH2:22][C:23]([O:25][CH2:26][CH3:27])=[O:24])=[CH:16][C:15]=1[O:30][CH3:31].C1(P(C2C=CC=CC=2)C2C=CC=CC=2)C=CC=CC=1.O[CH2:52][CH2:53][CH2:54][NH:55][C:56]1[CH:61]=[CH:60][CH:59]=[CH:58][N+:57]=1[O-:62]. (6) Given the product [C:27]([O:31][C:32]([N:34]1[CH2:39][CH2:38][CH:37]([N:40]([S:23]([C:20]2[CH:21]=[CH:22][C:17]([NH:16][C:12]3[N:11]=[C:10]([NH:9][C:6]4[CH:7]=[CH:8][C:3]([F:2])=[CH:4][CH:5]=4)[CH:15]=[CH:14][N:13]=3)=[CH:18][CH:19]=2)(=[O:25])=[O:24])[CH2:41][CH2:42][N:43]2[CH2:44][CH2:45][CH2:46][CH2:47]2)[CH2:36][CH2:35]1)=[O:33])([CH3:30])([CH3:28])[CH3:29], predict the reactants needed to synthesize it. The reactants are: Cl.[F:2][C:3]1[CH:8]=[CH:7][C:6]([NH:9][C:10]2[CH:15]=[CH:14][N:13]=[C:12]([NH:16][C:17]3[CH:22]=[CH:21][C:20]([S:23](Cl)(=[O:25])=[O:24])=[CH:19][CH:18]=3)[N:11]=2)=[CH:5][CH:4]=1.[C:27]([O:31][C:32]([N:34]1[CH2:39][CH2:38][CH:37]([NH:40][CH2:41][CH2:42][N:43]2[CH2:47][CH2:46][CH2:45][CH2:44]2)[CH2:36][CH2:35]1)=[O:33])([CH3:30])([CH3:29])[CH3:28]. (7) Given the product [S-2:9].[Na+:11].[Na+:11].[C:1]([O-:10])(=[S:9])[CH2:2][CH2:3][CH2:4][CH2:5][CH2:6][CH2:7][CH3:8].[Na+:11].[Cl-:26].[Na+:11], predict the reactants needed to synthesize it. The reactants are: [C:1]([O-:10])(=[S:9])[CH2:2][CH2:3][CH2:4][CH2:5][CH2:6][CH2:7][CH3:8].[Na+:11].[S-2].[Na+].[Na+].[SH-].[Na+].C([Cl:26])(=O)CCCCCCC.S. (8) The reactants are: COC1C=CC([C@H]([N:11]2[C@H:25]3[C@@H:15]([CH2:16][CH2:17][CH2:18][C:19]4[C:20]3=[N:21][CH:22]=[CH:23][CH:24]=4)[CH2:14][CH2:13][CH2:12]2)C)=CC=1.FC(F)(F)C(O)=O. Given the product [NH:21]1[C@H:20]2[C@@H:19]([CH2:18][CH2:17][CH2:16][C:15]3[C:25]2=[N:11][CH:12]=[CH:13][CH:14]=3)[CH2:24][CH2:23][CH2:22]1, predict the reactants needed to synthesize it. (9) Given the product [Cl:34][C:31]1[CH:32]=[C:33]2[C:28]([CH2:27][CH2:26][O:25][C@H:24]2[C:22]2[CH:23]=[C:19]([C:17]([C:16]3[C:11]([Cl:40])=[N:12][CH:13]=[N:14][CH:15]=3)=[O:18])[S:20][C:21]=2[CH3:35])=[CH:29][CH:30]=1, predict the reactants needed to synthesize it. The reactants are: S(=O)(=O)(OC[C@H]1C[C@@H](N[C:11]2[C:16]([C:17]([C:19]3[S:20][C:21]([CH3:35])=[C:22]([C@H:24]4[C:33]5[C:28](=[CH:29][CH:30]=[C:31]([Cl:34])[CH:32]=5)[CH2:27][CH2:26][O:25]4)[CH:23]=3)=[O:18])=[CH:15][N:14]=[CH:13][N:12]=2)C[C@@H]1O)N.C(Cl)[Cl:40]. (10) Given the product [CH:1]1([C:7]2[C:8]3[CH:9]=[CH:10][C:11]([C:27]([O:29][CH3:30])=[O:28])=[CH:12][C:13]=3[N:14]3[C:21]=2[C:20]2[CH:22]=[CH:23][CH:24]=[CH:25][C:19]=2[O:18][CH2:17][CH:16]([NH:35][CH2:34][CH2:33][N:32]([CH3:36])[CH3:31])[CH2:15]3)[CH2:6][CH2:5][CH2:4][CH2:3][CH2:2]1, predict the reactants needed to synthesize it. The reactants are: [CH:1]1([C:7]2[C:8]3[CH:9]=[CH:10][C:11]([C:27]([O:29][CH3:30])=[O:28])=[CH:12][C:13]=3[N:14]3[C:21]=2[C:20]2[CH:22]=[CH:23][CH:24]=[CH:25][C:19]=2[O:18][CH2:17][C:16](=O)[CH2:15]3)[CH2:6][CH2:5][CH2:4][CH2:3][CH2:2]1.[CH3:31][N:32]([CH3:36])[CH2:33][CH2:34][NH2:35].C(O)(=O)C.C(O[BH-](OC(=O)C)OC(=O)C)(=O)C.[Na+].[OH-].[Na+].